From a dataset of Reaction yield outcomes from USPTO patents with 853,638 reactions. Predict the reaction yield, written as a fraction of the theoretical maximum amount of product (1.0 means a 100% yield; for example, 0.34 means a 34% yield). The reactants are Br[C:2]1[CH:3]=[C:4]([C:9]2([C:19]3[CH:24]=[CH:23][N:22]=[CH:21][C:20]=3[F:25])[C:17]3[C:12](=[CH:13][CH:14]=[CH:15][CH:16]=3)[C:11]([NH2:18])=[N:10]2)[CH:5]=[CH:6][C:7]=1[F:8].[F:26][C:27]1[C:32]([O:33][CH3:34])=[CH:31][CH:30]=[CH:29][C:28]=1B(O)O. No catalyst specified. The product is [F:26][C:27]1[C:32]([O:33][CH3:34])=[CH:31][CH:30]=[CH:29][C:28]=1[C:2]1[C:7]([F:8])=[CH:6][CH:5]=[C:4]([C:9]2([C:19]3[CH:24]=[CH:23][N:22]=[CH:21][C:20]=3[F:25])[C:17]3[C:12](=[CH:13][CH:14]=[CH:15][CH:16]=3)[C:11]([NH2:18])=[N:10]2)[CH:3]=1. The yield is 0.250.